Dataset: Reaction yield outcomes from USPTO patents with 853,638 reactions. Task: Predict the reaction yield, written as a fraction of the theoretical maximum amount of product (1.0 means a 100% yield; for example, 0.34 means a 34% yield). (1) The yield is 0.815. The reactants are Cl[C:2]1[CH:7]=[CH:6][N:5]=[CH:4][C:3]=1[C:8]1[S:9][CH:10]=[C:11]([C:13]2[CH:18]=[CH:17][C:16]([Cl:19])=[CH:15][CH:14]=2)[N:12]=1.[NH:20]1[CH2:25][CH2:24][CH2:23][CH2:22][CH2:21]1.Cl. The catalyst is C1COCC1. The product is [Cl:19][C:16]1[CH:17]=[CH:18][C:13]([C:11]2[N:12]=[C:8]([C:3]3[CH:4]=[N:5][CH:6]=[CH:7][C:2]=3[N:20]3[CH2:25][CH2:24][CH2:23][CH2:22][CH2:21]3)[S:9][CH:10]=2)=[CH:14][CH:15]=1. (2) The reactants are [F:1][C:2]1[CH:8]=[C:7]([O:9][CH3:10])[CH:6]=[CH:5][C:3]=1[NH2:4].NC1C=CC=CC=1.C([O:20][CH:21]=[C:22]([C:28](OCC)=O)[C:23]([O:25][CH2:26][CH3:27])=[O:24])C. The catalyst is C1C=CC(C2C=CC=CC=2)=CC=1.C1C=CC(OC2C=CC=CC=2)=CC=1. The product is [F:1][C:2]1[CH:8]=[C:7]([O:9][CH3:10])[CH:6]=[C:5]2[C:3]=1[NH:4][CH:28]=[C:22]([C:23]([O:25][CH2:26][CH3:27])=[O:24])[C:21]2=[O:20]. The yield is 0.770. (3) The reactants are [C:1]([O:5][C:6]([N:8]1[CH2:13][CH2:12][CH2:11][C@@H:10]([C:14]([OH:16])=O)[CH2:9]1)=[O:7])([CH3:4])([CH3:3])[CH3:2].Cl.[CH3:18][NH:19][O:20][CH3:21].CCN=C=NCCCN(C)C.Cl.C(N(C(C)C)CC)(C)C. The catalyst is CCOC(C)=O. The product is [CH3:21][O:20][N:19]([CH3:18])[C:14]([C@@H:10]1[CH2:11][CH2:12][CH2:13][N:8]([C:6]([O:5][C:1]([CH3:2])([CH3:3])[CH3:4])=[O:7])[CH2:9]1)=[O:16]. The yield is 0.820. (4) The reactants are C([O:3][C:4]([C:6]1[CH:7]=[C:8]([C:15]([N:17]2[CH2:21][CH2:20][CH2:19][C@@H:18]2[CH3:22])=[O:16])[N:9]2[CH2:14][CH2:13][O:12][CH2:11][C:10]=12)=[O:5])C.O.[OH-].[K+].Cl. The catalyst is CO. The product is [CH3:22][C@H:18]1[CH2:19][CH2:20][CH2:21][N:17]1[C:15]([C:8]1[N:9]2[C:10]([CH2:11][O:12][CH2:13][CH2:14]2)=[C:6]([C:4]([OH:5])=[O:3])[CH:7]=1)=[O:16]. The yield is 0.860. (5) The product is [NH2:24][C:14]1[CH:15]=[CH:16][C:17]([C:19]2[S:20][CH:21]=[CH:22][CH:23]=2)=[CH:18][C:13]=1[NH:12][C:11](=[O:25])[C:7]1[CH:8]=[CH:9][CH:10]=[C:5]([OH:4])[CH:6]=1. The reactants are C([O:4][C:5]1[CH:10]=[CH:9][CH:8]=[C:7]([C:11](=[O:25])[NH:12][C:13]2[CH:18]=[C:17]([C:19]3[S:20][CH:21]=[CH:22][CH:23]=3)[CH:16]=[CH:15][C:14]=2[NH2:24])[CH:6]=1)(=O)C.C(N(CC)CC)C. The yield is 0.920. The catalyst is CO.